Dataset: Retrosynthesis with 50K atom-mapped reactions and 10 reaction types from USPTO. Task: Predict the reactants needed to synthesize the given product. (1) Given the product CS(=O)(=O)c1ccc(OCc2ccccc2)c(C=O)c1, predict the reactants needed to synthesize it. The reactants are: CS(=O)(=O)c1ccc(OCc2ccccc2)c(C2OCCO2)c1. (2) Given the product CNC(=O)c1nc(-c2ccnn2-c2ccc(C#N)cc2)c(C)n(-c2cccc(C(F)(F)F)c2)c1=O, predict the reactants needed to synthesize it. The reactants are: CNC(=O)c1nc(Br)c(C)n(-c2cccc(C(F)(F)F)c2)c1=O.N#Cc1ccc(-n2nccc2B(O)O)cc1. (3) Given the product O=C(O)C(F)(F)F, predict the reactants needed to synthesize it. The reactants are: Cc1ccccc1S(=O)(=O)Cl.O=C(CC1CCNCC1)Nc1ccc2cc1CCc1cncc(c1)Nc1ncc(Cl)c(n1)N2. (4) Given the product C[C@@H](Oc1c(N)ncc2c(C3=CCN(C(=O)Nc4ccccc4Cl)CC3)coc12)c1c(Cl)ccc(F)c1Cl, predict the reactants needed to synthesize it. The reactants are: C[C@@H](Oc1c(N)ncc2c(C3=CCNCC3)coc12)c1c(Cl)ccc(F)c1Cl.O=C=Nc1ccccc1Cl.